From a dataset of Reaction yield outcomes from USPTO patents with 853,638 reactions. Predict the reaction yield, written as a fraction of the theoretical maximum amount of product (1.0 means a 100% yield; for example, 0.34 means a 34% yield). (1) The reactants are C(N(CC)CC)C.O.Cl.[NH:10]1[CH2:15][CH2:14][C:13](=[O:16])[CH2:12][CH2:11]1.[CH3:17][Si:18]([C:21]#[CH:22])([CH3:20])[CH3:19].[CH:23](=O)[CH2:24][CH2:25][CH2:26][CH2:27][CH3:28]. The catalyst is [Cu]Br. The product is [CH3:17][Si:18]([CH3:20])([CH3:19])[C:21]#[C:22][CH:23]([N:10]1[CH2:15][CH2:14][C:13](=[O:16])[CH2:12][CH2:11]1)[CH2:24][CH2:25][CH2:26][CH2:27][CH3:28]. The yield is 0.730. (2) The reactants are [CH3:1][O:2][C:3]1[CH:4]=[C:5]([N:12]2[CH2:17][CH2:16][CH:15]([N:18]3[CH2:23][C@@H:22]4[CH2:24][C@H:19]3[CH2:20][NH:21]4)[CH2:14][CH2:13]2)[CH:6]=[CH:7][C:8]=1[N+:9]([O-:11])=[O:10].C([O-])([O-])=O.[K+].[K+].I[CH2:32][CH2:33][F:34]. The catalyst is CN(C=O)C. The product is [F:34][CH2:33][CH2:32][N:21]1[CH2:20][C@@H:19]2[CH2:24][C@H:22]1[CH2:23][N:18]2[CH:15]1[CH2:16][CH2:17][N:12]([C:5]2[CH:6]=[CH:7][C:8]([N+:9]([O-:11])=[O:10])=[C:3]([O:2][CH3:1])[CH:4]=2)[CH2:13][CH2:14]1. The yield is 0.490. (3) The reactants are [NH2:1][C@H:2]1[CH2:6][CH2:5][NH:4][CH2:3]1.Br[C:8]1[S:9][C:10]([C:14]([O:16][CH2:17][CH3:18])=[O:15])=[C:11]([CH3:13])[N:12]=1.C(N(C(C)C)CC)(C)C. The catalyst is CN(C=O)C.C(OCC)(=O)C. The product is [NH2:1][C@H:2]1[CH2:6][CH2:5][N:4]([C:8]2[S:9][C:10]([C:14]([O:16][CH2:17][CH3:18])=[O:15])=[C:11]([CH3:13])[N:12]=2)[CH2:3]1. The yield is 0.840. (4) The reactants are [Br:1][C:2]1[CH:7]=[CH:6][C:5]([CH:8]=O)=[CH:4][N:3]=1.[NH:10]1[CH2:15][CH2:14][O:13][CH2:12][CH2:11]1.C(O)(=O)C.C([BH3-])#N.[Na+]. The yield is 0.430. The catalyst is C(O)C. The product is [Br:1][C:2]1[N:3]=[CH:4][C:5]([CH2:8][N:10]2[CH2:15][CH2:14][O:13][CH2:12][CH2:11]2)=[CH:6][CH:7]=1. (5) The reactants are [CH2:1]([O:3][C:4](=[O:22])[CH2:5][CH:6]1[CH2:15][C:14]2[C:9](=[CH:10][CH:11]=[C:12]([O:16][CH2:17][CH2:18][CH2:19][NH2:20])[CH:13]=2)[NH:8][C:7]1=[O:21])[CH3:2].[N+]([O-])(O)=O.CC1([C:34]([NH2:36])=[NH:35])C=C(C)N=N1.C(N(C(C)C)CC)(C)C. The catalyst is O1CCOCC1.O. The product is [CH2:1]([O:3][C:4](=[O:22])[CH2:5][CH:6]1[CH2:15][C:14]2[C:9](=[CH:10][CH:11]=[C:12]([O:16][CH2:17][CH2:18][CH2:19][NH:20][C:34]([NH2:36])=[NH:35])[CH:13]=2)[NH:8][C:7]1=[O:21])[CH3:2]. The yield is 0.860. (6) The reactants are COC1C=CC(C[N:8]([C:22]2[S:23][CH:24]=[CH:25][N:26]=2)[S:9]([C:12]2[CH:13]=[CH:14][C:15]3[NH:20][CH2:19][CH2:18][O:17][C:16]=3[CH:21]=2)(=[O:11])=[O:10])=CC=1.C(O)(=O)C.[CH:33](=O)[C:34]1[CH:39]=[CH:38][CH:37]=[CH:36][CH:35]=1.C(O[BH-](OC(=O)C)OC(=O)C)(=O)C.[Na+].C(O)(C(F)(F)F)=O. The catalyst is CO.O.ClCCCl. The product is [CH2:33]([N:20]1[CH2:19][CH2:18][O:17][C:16]2[CH:21]=[C:12]([S:9]([NH:8][C:22]3[S:23][CH:24]=[CH:25][N:26]=3)(=[O:10])=[O:11])[CH:13]=[CH:14][C:15]1=2)[C:34]1[CH:39]=[CH:38][CH:37]=[CH:36][CH:35]=1. The yield is 0.129. (7) The reactants are N12[CH2:8][CH2:7][N:4](CC1)CC2.[OH:9][C:10]1[CH:11]=[N:12][C:13]2[C:18]([C:19]=1[CH:20]=O)=[CH:17][C:16]([O:22][CH3:23])=[CH:15][CH:14]=2.[CH3:24]CCCCC.C(OCC)(=O)C. The catalyst is C(#N)C=C. The product is [CH3:23][O:22][C:16]1[CH:17]=[C:18]2[C:13](=[CH:14][CH:15]=1)[N:12]=[CH:11][C:10]1[O:9][CH2:24][C:8]([C:7]#[N:4])=[CH:20][C:19]2=1. The yield is 0.780.